From a dataset of Forward reaction prediction with 1.9M reactions from USPTO patents (1976-2016). Predict the product of the given reaction. (1) The product is: [Si:1]([O:8][CH2:9][C@@H:10]([NH:15][C:16]([C:18]1[N:19]=[C:20]([N:23]2[CH2:24][CH:25]([O:27][S:29]([CH3:28])(=[O:31])=[O:30])[CH2:26]2)[S:21][CH:22]=1)=[O:17])[CH2:11][CH:12]([CH3:14])[CH3:13])([C:4]([CH3:6])([CH3:7])[CH3:5])([CH3:2])[CH3:3]. Given the reactants [Si:1]([O:8][CH2:9][C@@H:10]([NH:15][C:16]([C:18]1[N:19]=[C:20]([N:23]2[CH2:26][CH:25]([OH:27])[CH2:24]2)[S:21][CH:22]=1)=[O:17])[CH2:11][CH:12]([CH3:14])[CH3:13])([C:4]([CH3:7])([CH3:6])[CH3:5])([CH3:3])[CH3:2].[CH3:28][S:29](Cl)(=[O:31])=[O:30].C(N(CC)CC)C, predict the reaction product. (2) The product is: [F:32][C:33]1[CH:38]=[CH:37][C:36]([C:22]2[CH:23]=[C:24]([C:26]([F:28])([F:27])[F:29])[CH:25]=[C:20]([S:17]([N:15]([CH3:16])[C@@H:10]3[CH2:11][CH2:12][CH2:13][C:14]4[N:6]([CH2:5][C:4]([OH:3])=[O:31])[N:7]=[CH:8][C:9]3=4)(=[O:18])=[O:19])[CH:21]=2)=[CH:35][CH:34]=1. Given the reactants C([O:3][C:4](=[O:31])[CH2:5][N:6]1[C:14]2[CH2:13][CH2:12][CH2:11][C@@H:10]([N:15]([S:17]([C:20]3[CH:25]=[C:24]([C:26]([F:29])([F:28])[F:27])[CH:23]=[C:22](Br)[CH:21]=3)(=[O:19])=[O:18])[CH3:16])[C:9]=2[CH:8]=[N:7]1)C.[F:32][C:33]1[CH:38]=[CH:37][C:36](B(O)O)=[CH:35][CH:34]=1, predict the reaction product. (3) Given the reactants [Cl:1][C:2]1[CH:3]=[C:4](B(O)O)[CH:5]=[C:6]([Cl:8])[CH:7]=1.Br[C:13]1[C:18]([O:19][CH3:20])=[CH:17][C:16]([C:21]([CH3:28])([CH3:27])[C:22]([O:24][CH2:25][CH3:26])=[O:23])=[CH:15][C:14]=1[O:29][CH3:30].[OH-].[Ba+2].[OH-], predict the reaction product. The product is: [Cl:1][C:2]1[CH:3]=[C:4]([C:13]2[C:14]([O:29][CH3:30])=[CH:15][C:16]([C:21]([CH3:27])([CH3:28])[C:22]([O:24][CH2:25][CH3:26])=[O:23])=[CH:17][C:18]=2[O:19][CH3:20])[CH:5]=[C:6]([Cl:8])[CH:7]=1. (4) Given the reactants Br[CH2:2][C:3]1[C:26]([Cl:27])=[CH:25][C:6]2[C:7]([N:10]([C:18]([O:20][C:21]([CH3:24])([CH3:23])[CH3:22])=[O:19])[C:11](=[O:17])[O:12][C:13]([CH3:16])([CH3:15])[CH3:14])=[N:8][O:9][C:5]=2[CH:4]=1.C(=O)([O-])[O-].[K+].[K+].[CH3:34][C:35]1([CH3:46])[CH2:44][CH2:43][C:42]2[C:37](=[CH:38][C:39]([OH:45])=[CH:40][CH:41]=2)[O:36]1, predict the reaction product. The product is: [C:21]([O:20][C:18]([N:10]([C:7]1[C:6]2[CH:25]=[C:26]([Cl:27])[C:3]([CH2:2][O:45][C:39]3[CH:40]=[CH:41][C:42]4[CH2:43][CH2:44][C:35]([CH3:46])([CH3:34])[O:36][C:37]=4[CH:38]=3)=[CH:4][C:5]=2[O:9][N:8]=1)[C:11](=[O:17])[O:12][C:13]([CH3:14])([CH3:15])[CH3:16])=[O:19])([CH3:24])([CH3:23])[CH3:22]. (5) The product is: [F:1][C:2]([F:26])([C:3]([F:15])([F:14])[C:4]1[CH:9]=[CH:8][CH:7]=[CH:6][CH:5]=1)[C:16]([OH:28])=[O:33]. Given the reactants [F:1][C:2]([F:26])([C:16]1C=CC(C(F)(F)F)=CC=1)[C:3]([F:15])([F:14])[C:4]1[CH:9]=[CH:8][C:7](C(F)(F)F)=[CH:6][CH:5]=1.[Mn]([O-])(=O)(=O)=[O:28].[K+].[OH2:33], predict the reaction product. (6) Given the reactants CS(OC1CCN(C(OC(C)(C)C)=O)CC1)(=O)=O.[N:19]1[N:20]([CH:24]2[CH2:29][CH2:28][N:27](C(OC(C)(C)C)=O)[CH2:26][CH2:25]2)[N:21]=[CH:22][CH:23]=1, predict the reaction product. The product is: [N:19]1[N:20]([CH:24]2[CH2:29][CH2:28][NH:27][CH2:26][CH2:25]2)[N:21]=[CH:22][CH:23]=1. (7) Given the reactants [NH:1]1[CH2:6][CH2:5][CH:4]([C:7]2[CH:8]=[C:9]([NH:13][C:14](=[O:16])[CH3:15])[CH:10]=[CH:11][CH:12]=2)[CH2:3][CH2:2]1.Br[CH2:18][CH2:19][CH2:20][NH:21][C:22](=[O:28])[O:23][C:24]([CH3:27])([CH3:26])[CH3:25].C([O-])([O-])=O.[K+].[K+].C(N(C(C)C)CC)(C)C, predict the reaction product. The product is: [C:14]([NH:13][C:9]1[CH:8]=[C:7]([CH:4]2[CH2:5][CH2:6][N:1]([CH2:18][CH2:19][CH2:20][NH:21][C:22](=[O:28])[O:23][C:24]([CH3:27])([CH3:26])[CH3:25])[CH2:2][CH2:3]2)[CH:12]=[CH:11][CH:10]=1)(=[O:16])[CH3:15]. (8) Given the reactants [CH3:1][O:2][C:3](=[O:12])[C:4]1[C:9](Cl)=[CH:8][C:7]([Cl:11])=[N:6][CH:5]=1.[CH2:13]([NH2:20])[C:14]1[CH:19]=[CH:18][CH:17]=[CH:16][CH:15]=1.CCN(CC)CC.O, predict the reaction product. The product is: [CH3:1][O:2][C:3](=[O:12])[C:4]1[C:9]([NH:20][CH2:13][C:14]2[CH:19]=[CH:18][CH:17]=[CH:16][CH:15]=2)=[CH:8][C:7]([Cl:11])=[N:6][CH:5]=1. (9) Given the reactants C[O:2][C:3]([C:5]1[N:6]([CH3:25])[N:7]=[C:8]([O:10][CH2:11][C:12]2[C:13]([C:18]3[CH:23]=[CH:22][C:21]([F:24])=[CH:20][CH:19]=3)=[N:14][O:15][C:16]=2[CH3:17])[CH:9]=1)=O.[CH:26]([NH2:29])([CH3:28])[CH3:27], predict the reaction product. The product is: [CH:26]([NH:29][C:3]([C:5]1[N:6]([CH3:25])[N:7]=[C:8]([O:10][CH2:11][C:12]2[C:13]([C:18]3[CH:23]=[CH:22][C:21]([F:24])=[CH:20][CH:19]=3)=[N:14][O:15][C:16]=2[CH3:17])[CH:9]=1)=[O:2])([CH3:28])[CH3:27]. (10) The product is: [CH3:22][O:23][C:24]1[CH:25]=[C:26]2[C:31](=[CH:32][C:33]=1[O:34][CH3:35])[C@H:30]([CH2:36][CH2:37][C:38]1[CH:43]=[CH:42][CH:41]=[CH:40][C:39]=1[C:44]([F:47])([F:46])[F:45])[N:29]([C@H:4]([C:5]1[CH:6]=[CH:7][CH:8]=[CH:9][CH:10]=1)[C:1]([NH2:2])=[O:3])[CH2:28][CH2:27]2. Given the reactants [C:1]([CH:4](OS(C1C=CC(C)=CC=1)(=O)=O)[C:5]1[CH:10]=[CH:9][CH:8]=[CH:7][CH:6]=1)(=[O:3])[NH2:2].[CH3:22][O:23][C:24]1[CH:25]=[C:26]2[C:31](=[CH:32][C:33]=1[O:34][CH3:35])[C@H:30]([CH2:36][CH2:37][C:38]1[CH:43]=[CH:42][CH:41]=[CH:40][C:39]=1[C:44]([F:47])([F:46])[F:45])[NH:29][CH2:28][CH2:27]2, predict the reaction product.